From a dataset of PAMPA (Parallel Artificial Membrane Permeability Assay) permeability data from NCATS. Regression/Classification. Given a drug SMILES string, predict its absorption, distribution, metabolism, or excretion properties. Task type varies by dataset: regression for continuous measurements (e.g., permeability, clearance, half-life) or binary classification for categorical outcomes (e.g., BBB penetration, CYP inhibition). Dataset: pampa_ncats. (1) The molecule is C1CC(C1)C(=O)NCCCNC2=NC(=NC=C2C3CC3)NC4=CC=CC(=C4)CN5CCOCC5. The result is 1 (high permeability). (2) The drug is CC(=O)NC(C1=CC=CS1)C2=CC(=C3C=CC=NC3=C2O)Br. The result is 1 (high permeability). (3) The compound is CC1=C(C(=NO1)C)C2=CC3=C(C=C2)N=CN=C3NCC4=CC5=C(C=C4)NC=C5. The result is 1 (high permeability). (4) The molecule is CC(C)OC1=CC=C(C=C1)C2=NN(C(=O)C=C2)CC(=O)NCCC3=CC=CC=C3. The result is 1 (high permeability). (5) The molecule is CCOC1=C(C=C(C=C1)CCNC(=O)C2=CC3=C(N2CC4=CC=CC(=C4)C)C=CN=C3)OCC. The result is 1 (high permeability). (6) The compound is C1CN(CCC1CC2=NC(=NO2)C3=NC=CN=C3)C(=O)C4=CC5=C(C=C4)OCO5. The result is 1 (high permeability). (7) The molecule is C1C(C2=C(NN=C2NC1=O)NC3=CC=CC=C3)C4=CC=C(C=C4)OCC(=O)N. The result is 0 (low-to-moderate permeability).